From a dataset of Reaction yield outcomes from USPTO patents with 853,638 reactions. Predict the reaction yield, written as a fraction of the theoretical maximum amount of product (1.0 means a 100% yield; for example, 0.34 means a 34% yield). (1) The reactants are [F:1][C:2]([F:38])([C:30]1[CH:35]=[CH:34][C:33]([CH2:36][F:37])=[CH:32][N:31]=1)[CH2:3][N:4]1[CH2:9][CH2:8][CH:7]([NH:10][C:11]2[C:12]3[CH:19]=[CH:18][N:17](S(C4C=CC(C)=CC=4)(=O)=O)[C:13]=3[N:14]=[CH:15][N:16]=2)[CH2:6][CH2:5]1.[OH-].[Na+]. The catalyst is C1COCC1. The product is [F:38][C:2]([F:1])([C:30]1[CH:35]=[CH:34][C:33]([CH2:36][F:37])=[CH:32][N:31]=1)[CH2:3][N:4]1[CH2:9][CH2:8][CH:7]([NH:10][C:11]2[C:12]3[CH:19]=[CH:18][NH:17][C:13]=3[N:14]=[CH:15][N:16]=2)[CH2:6][CH2:5]1. The yield is 0.800. (2) The reactants are [CH2:1]([O:8][C:9]1[C:10]([CH3:26])=[C:11]([CH:15]([C:17]2[C:25]3[C:20](=[N:21][CH:22]=[CH:23][CH:24]=3)[NH:19][CH:18]=2)[OH:16])[CH:12]=[CH:13][CH:14]=1)[C:2]1[CH:7]=[CH:6][CH:5]=[CH:4][CH:3]=1.CC(OI1(OC(C)=O)(OC(C)=O)OC(=O)C2C=CC=CC1=2)=O. The catalyst is O1CCCC1. The product is [CH2:1]([O:8][C:9]1[C:10]([CH3:26])=[C:11]([C:15]([C:17]2[C:25]3[C:20](=[N:21][CH:22]=[CH:23][CH:24]=3)[NH:19][CH:18]=2)=[O:16])[CH:12]=[CH:13][CH:14]=1)[C:2]1[CH:7]=[CH:6][CH:5]=[CH:4][CH:3]=1. The yield is 0.900. (3) The reactants are [C:1](=[NH:26])([O:3][CH2:4][CH2:5][C:6]1[CH:11]=[C:10]([F:12])[C:9]([O:13][C:14]2[CH:19]=[CH:18][C:17]([Cl:20])=[C:16]([C:21]([F:24])([F:23])[F:22])[CH:15]=2)=[C:8]([F:25])[CH:7]=1)[NH2:2].[OH:27]/[CH:28]=[C:29](/[CH2:34][C:35]1[CH:36]=[N:37][CH:38]=[N:39][CH:40]=1)\[C:30](OC)=O.C([O-])([O-])=O.[K+].[K+]. The catalyst is CN1C(=O)CCC1. The product is [Cl:20][C:17]1[CH:18]=[CH:19][C:14]([O:13][C:9]2[C:10]([F:12])=[CH:11][C:6]([CH2:5][CH2:4][O:3][C:1]3[NH:2][CH:30]=[C:29]([CH2:34][C:35]4[CH:40]=[N:39][CH:38]=[N:37][CH:36]=4)[C:28](=[O:27])[N:26]=3)=[CH:7][C:8]=2[F:25])=[CH:15][C:16]=1[C:21]([F:22])([F:24])[F:23]. The yield is 0.223. (4) No catalyst specified. The reactants are CO[C:3](=[O:12])[C:4]1[CH:9]=[CH:8][C:7]([NH2:10])=[C:6]([OH:11])[CH:5]=1.[CH2:13]([Mg]Br)[CH3:14].[CH2:17]1COC[CH2:18]1. The product is [NH2:10][C:7]1[CH:8]=[CH:9][C:4]([C:3]([CH2:13][CH3:14])([OH:12])[CH2:17][CH3:18])=[CH:5][C:6]=1[OH:11]. The yield is 0.580. (5) The yield is 0.880. The reactants are [Cl:1][C:2]1[CH:3]=[C:4]([O:12][C:13]2[C:35]([F:36])=[CH:34][C:16]([C:17]([NH:19][S:20](=[O:33])(=[O:32])[N:21](CC3C=CC(OC)=CC=3)[CH3:22])=[O:18])=[C:15]([F:37])[CH:14]=2)[CH:5]=[N:6][C:7]=1[O:8][CH:9]([CH3:11])[CH3:10].O1CCOCC1. The catalyst is Cl. The product is [Cl:1][C:2]1[CH:3]=[C:4]([O:12][C:13]2[C:35]([F:36])=[CH:34][C:16]([C:17]([NH:19][S:20]([NH:21][CH3:22])(=[O:32])=[O:33])=[O:18])=[C:15]([F:37])[CH:14]=2)[CH:5]=[N:6][C:7]=1[O:8][CH:9]([CH3:10])[CH3:11]. (6) The reactants are [NH2:1][C:2]1[O:6][N:5]=[C:4]([C:7]2[CH:12]=[CH:11][CH:10]=[C:9]([O:13][C:14]([F:17])([F:16])[F:15])[CH:8]=2)[C:3]=1[C:18]([OH:20])=O.Cl.C(N=C=NCCCN(C)C)C.[CH3:33][O:34][C:35]1[CH:36]=[C:37]([N:41]2[CH2:46][CH2:45][NH:44][CH2:43][CH2:42]2)[CH:38]=[CH:39][CH:40]=1. The catalyst is ClCCl. The product is [NH2:1][C:2]1[O:6][N:5]=[C:4]([C:7]2[CH:12]=[CH:11][CH:10]=[C:9]([O:13][C:14]([F:15])([F:16])[F:17])[CH:8]=2)[C:3]=1[C:18]([N:44]1[CH2:43][CH2:42][N:41]([C:37]2[CH:38]=[CH:39][CH:40]=[C:35]([O:34][CH3:33])[CH:36]=2)[CH2:46][CH2:45]1)=[O:20]. The yield is 0.660. (7) The reactants are [CH2:1]([C:3]1[O:4][C:5]([C:13]([F:16])([F:15])[F:14])=[C:6]([C:8]([O:10]CC)=[O:9])[N:7]=1)[CH3:2].[OH-].[Na+].Cl. The catalyst is C(O)C. The product is [CH2:1]([C:3]1[O:4][C:5]([C:13]([F:16])([F:15])[F:14])=[C:6]([C:8]([OH:10])=[O:9])[N:7]=1)[CH3:2]. The yield is 0.450.